From a dataset of Forward reaction prediction with 1.9M reactions from USPTO patents (1976-2016). Predict the product of the given reaction. Given the reactants [NH2:1][C:2]([C:7]1[CH:12]=[CH:11][CH:10]=[CH:9][CH:8]=1)([CH3:6])[C:3]([OH:5])=[O:4].Cl[C:14]([O:16][CH2:17][C:18]1[CH:23]=[CH:22][CH:21]=[CH:20][CH:19]=1)=[O:15].[OH-].[Na+], predict the reaction product. The product is: [CH2:17]([O:16][C:14]([NH:1][C:2]([C:7]1[CH:12]=[CH:11][CH:10]=[CH:9][CH:8]=1)([CH3:6])[C:3]([OH:5])=[O:4])=[O:15])[C:18]1[CH:23]=[CH:22][CH:21]=[CH:20][CH:19]=1.